From a dataset of Forward reaction prediction with 1.9M reactions from USPTO patents (1976-2016). Predict the product of the given reaction. (1) The product is: [C:25]([C:18]1[CH:19]=[C:20]([CH2:23][CH3:24])[CH:21]=[CH:22][C:17]=1[O:16][CH2:15][CH2:14][CH:13]([CH2:33][CH3:34])[O:12][C:9]1[CH:10]=[CH:11][C:6]([CH2:5][CH2:4][C:3]([OH:36])=[O:2])=[C:7]([CH3:35])[CH:8]=1)(=[O:32])[C:26]1[CH:27]=[CH:28][CH:29]=[CH:30][CH:31]=1. Given the reactants C[O:2][C:3](=[O:36])[CH2:4][CH2:5][C:6]1[CH:11]=[CH:10][C:9]([O:12][CH:13]([CH2:33][CH3:34])[CH2:14][CH2:15][O:16][C:17]2[CH:22]=[CH:21][C:20]([CH2:23][CH3:24])=[CH:19][C:18]=2[C:25](=[O:32])[C:26]2[CH:31]=[CH:30][CH:29]=[CH:28][CH:27]=2)=[CH:8][C:7]=1[CH3:35].[OH-].[Na+], predict the reaction product. (2) Given the reactants Cl.[CH3:2][O:3][C:4](=[O:10])[C@@H:5]1[CH2:9][CH2:8][CH2:7][NH:6]1.O.C1(C)C=CC(S(O)(=O)=O)=CC=1.[N:23]([O-])=[O:24].[Na+], predict the reaction product. The product is: [CH3:2][O:3][C:4]([C@@H:5]1[CH2:9][CH2:8][CH2:7][N:6]1[N:23]=[O:24])=[O:10]. (3) Given the reactants [CH2:1]([O:8][C:9]([NH:11][C@@H:12]([CH3:23])[C:13](=[O:22])[C:14]([CH3:21])([CH3:20])[C:15]([O:17][CH2:18][CH3:19])=[O:16])=[O:10])[C:2]1[CH:7]=[CH:6][CH:5]=[CH:4][CH:3]=1.[BH4-].[Na+].[Cl-].[NH4+], predict the reaction product. The product is: [CH2:1]([O:8][C:9]([NH:11][C@@H:12]([CH3:23])[CH:13]([OH:22])[C:14]([CH3:21])([CH3:20])[C:15]([O:17][CH2:18][CH3:19])=[O:16])=[O:10])[C:2]1[CH:3]=[CH:4][CH:5]=[CH:6][CH:7]=1. (4) Given the reactants [NH2:1][C:2]1[S:6][C:5]2[CH2:7][CH2:8][CH2:9][C:4]=2[C:3]=1[C:10]([C:12]1[O:13][CH:14]=[CH:15][CH:16]=1)=O.Cl[Si](C)(C)C.CN([CH:25]=[O:26])C, predict the reaction product. The product is: [CH3:5][C:4]1[N:1]=[C:2]2[S:6][C:5]3[CH2:7][CH2:8][CH2:9][C:4]=3[C:3]2=[C:10]([C:12]2[O:13][CH:14]=[CH:15][CH:16]=2)[C:3]=1[CH2:10][C:12]([O:26][CH3:25])=[O:13]. (5) The product is: [Cl:32][CH2:31][CH2:30][O:29][CH2:28][N:6]([C:4](=[O:5])[C:3]1[C:22]([F:26])=[CH:23][CH:24]=[CH:25][C:2]=1[F:1])[C:7]([NH:9][C:10]1[CH:15]=[CH:14][C:13]([S:16][C:17]([F:19])([F:18])[F:20])=[CH:12][C:11]=1[F:21])=[O:8]. Given the reactants [F:1][C:2]1[CH:25]=[CH:24][CH:23]=[C:22]([F:26])[C:3]=1[C:4]([NH:6][C:7]([NH:9][C:10]1[CH:15]=[CH:14][C:13]([S:16][C:17]([F:20])([F:19])[F:18])=[CH:12][C:11]=1[F:21])=[O:8])=[O:5].Cl[CH2:28][O:29][CH2:30][CH2:31][Cl:32].[H-].[Na+].O, predict the reaction product. (6) Given the reactants [C:1]([O:5][C:6](=[O:23])[CH2:7][CH:8]1[C:14]2[CH:15]=[CH:16][CH:17]=[CH:18][C:13]=2[N:12]([CH2:19][C:20](O)=[O:21])[CH2:11][CH2:10][CH2:9]1)([CH3:4])([CH3:3])[CH3:2].[NH:24]1[C:28]2[CH:29]=[CH:30][CH:31]=[CH:32][C:27]=2[N:26]=[C:25]1[NH:33][CH2:34][CH2:35][CH2:36][CH2:37][CH2:38][NH2:39], predict the reaction product. The product is: [C:1]([O:5][C:6](=[O:23])[CH2:7][C:8]1[CH2:9][CH2:10][CH2:11][N:12]([CH2:19][C:20]([NH:39][CH2:38][CH2:37][CH2:36][CH2:35][CH2:34][NH:33][C:25]2[NH:24][C:28]3[CH:29]=[CH:30][CH:31]=[CH:32][C:27]=3[N:26]=2)=[O:21])[C:13]2[C:14]=1[CH2:15][CH:16]=[CH:17][CH:18]=2)([CH3:2])([CH3:4])[CH3:3]. (7) Given the reactants CC1(C)C(C)(C)OB([C:9]2[CH:10]=[N:11][N:12]3[CH2:17][CH2:16][N:15]([C:18]([O:20][C:21]([CH3:24])([CH3:23])[CH3:22])=[O:19])[CH2:14][C:13]=23)O1.Cl[C:27]1[CH:32]=[C:31]([C:33]([F:36])([F:35])[F:34])[CH:30]=[CH:29][N:28]=1.C([O-])([O-])=O.[K+].[K+], predict the reaction product. The product is: [F:34][C:33]([F:36])([F:35])[C:31]1[CH:30]=[CH:29][N:28]=[C:27]([C:9]2[CH:10]=[N:11][N:12]3[CH2:17][CH2:16][N:15]([C:18]([O:20][C:21]([CH3:22])([CH3:23])[CH3:24])=[O:19])[CH2:14][C:13]=23)[CH:32]=1. (8) Given the reactants [S:1](=[O:5])(=[O:4])([OH:3])[OH:2].[S:6]([O-:10])([O-:9])(=[O:8])=[O:7].[O-2].[V+4:12], predict the reaction product. The product is: [S:1]([O-:5])([O-:4])(=[O:3])=[O:2].[V+5:12].[S:6]([O-:10])([O-:9])(=[O:8])=[O:7].[S:1]([O-:5])([O-:4])(=[O:3])=[O:2].[S:1]([O-:5])([O-:4])(=[O:3])=[O:2].[S:1]([O-:5])([O-:4])(=[O:3])=[O:2].[V+5:12]. (9) Given the reactants [Si]([O:8][CH2:9][C@@H:10]1[C@@H:14]([O:15][Si:16]([CH:23]([CH3:25])[CH3:24])([CH:20]([CH3:22])[CH3:21])[CH:17]([CH3:19])[CH3:18])[CH2:13][C@H:12]([NH:26][C:27]2[C:32]([C:33]([C:35]3[S:36][CH:37]=[C:38]([CH2:40][C:41]4[O:42][C:43]([C:46]([F:49])([F:48])[F:47])=[CH:44][CH:45]=4)[CH:39]=3)=[O:34])=[CH:31][N:30]=[CH:29][N:28]=2)[CH2:11]1)(C(C)(C)C)(C)C.Cl, predict the reaction product. The product is: [OH:8][CH2:9][C@@H:10]1[C@@H:14]([O:15][Si:16]([CH:23]([CH3:24])[CH3:25])([CH:20]([CH3:21])[CH3:22])[CH:17]([CH3:19])[CH3:18])[CH2:13][C@H:12]([NH:26][C:27]2[C:32]([C:33]([C:35]3[S:36][CH:37]=[C:38]([CH2:40][C:41]4[O:42][C:43]([C:46]([F:47])([F:49])[F:48])=[CH:44][CH:45]=4)[CH:39]=3)=[O:34])=[CH:31][N:30]=[CH:29][N:28]=2)[CH2:11]1.